From a dataset of Reaction yield outcomes from USPTO patents with 853,638 reactions. Predict the reaction yield, written as a fraction of the theoretical maximum amount of product (1.0 means a 100% yield; for example, 0.34 means a 34% yield). (1) The reactants are [Li+].[BH4-].[Si](Cl)(C)(C)C.[C:8]([O:12][C:13]([NH:15][C@@H:16]([CH2:20][C:21]1[CH:26]=[CH:25][CH:24]=[C:23]([C:27]([F:30])([F:29])[F:28])[CH:22]=1)[C:17](O)=[O:18])=[O:14])([CH3:11])([CH3:10])[CH3:9].[OH-].[Na+]. The catalyst is C1COCC1.CO. The product is [OH:18][CH2:17][C@@H:16]([NH:15][C:13](=[O:14])[O:12][C:8]([CH3:10])([CH3:9])[CH3:11])[CH2:20][C:21]1[CH:26]=[CH:25][CH:24]=[C:23]([C:27]([F:30])([F:29])[F:28])[CH:22]=1. The yield is 0.630. (2) The reactants are [CH3:1][CH:2]1[CH2:8][N:7]([C:9]([O:11][C:12]([CH3:15])([CH3:14])[CH3:13])=[O:10])[CH2:6][C:5]2[S:16][CH:17]=[C:18]([C:19]([CH3:21])=[CH2:20])[C:4]=2[O:3]1. The catalyst is C1COCC1.CO.[Pd]. The product is [CH3:1][CH:2]1[CH2:8][N:7]([C:9]([O:11][C:12]([CH3:15])([CH3:13])[CH3:14])=[O:10])[CH2:6][C:5]2[S:16][CH:17]=[C:18]([CH:19]([CH3:21])[CH3:20])[C:4]=2[O:3]1. The yield is 0.900.